From a dataset of Reaction yield outcomes from USPTO patents with 853,638 reactions. Predict the reaction yield, written as a fraction of the theoretical maximum amount of product (1.0 means a 100% yield; for example, 0.34 means a 34% yield). (1) The reactants are [OH:1][C@@H:2]1[C:11]2[CH:10]=[CH:9][N:8]3[CH:12]=[C:13]([CH3:15])[N:14]=[C:7]3[C:6]=2[NH:5][C@H:4]([C:16]2[CH:21]=[CH:20][CH:19]=[CH:18][CH:17]=2)[C@H:3]1[OH:22].CS(O)(=O)=O.[CH3:28][O:29][CH2:30][CH2:31]O. No catalyst specified. The yield is 0.230. The product is [OH:22][C@H:3]1[C@@H:2]([O:1][CH2:31][CH2:30][O:29][CH3:28])[C:11]2[CH:10]=[CH:9][N:8]3[CH:12]=[C:13]([CH3:15])[N:14]=[C:7]3[C:6]=2[NH:5][C@@H:4]1[C:16]1[CH:21]=[CH:20][CH:19]=[CH:18][CH:17]=1.[OH:22][C@H:3]1[C@H:2]([O:1][CH2:31][CH2:30][O:29][CH3:28])[C:11]2[CH:10]=[CH:9][N:8]3[CH:12]=[C:13]([CH3:15])[N:14]=[C:7]3[C:6]=2[NH:5][C@@H:4]1[C:16]1[CH:21]=[CH:20][CH:19]=[CH:18][CH:17]=1. (2) The reactants are Cl[C:2]1[C:3]([NH:9][C:10]([NH:12][C:13](=[O:20])[C:14]2[CH:19]=[CH:18][CH:17]=[CH:16][CH:15]=2)=[S:11])=[N:4][CH:5]=[C:6]([Cl:8])[CH:7]=1.C[O-].[Na+].O. The catalyst is CN1C(=O)CCC1. The product is [Cl:8][C:6]1[CH:7]=[C:2]2[S:11][C:10]([NH:12][C:13](=[O:20])[C:14]3[CH:19]=[CH:18][CH:17]=[CH:16][CH:15]=3)=[N:9][C:3]2=[N:4][CH:5]=1. The yield is 0.0785. (3) The reactants are [CH:1]1([N:6]2[C:15]3[N:14]=[C:13]([NH:16][C:17]4[CH:18]=[CH:19][C:20]([C:28]([OH:30])=O)=[C:21]5[C:25]=4[O:24][C:23]([CH3:27])([CH3:26])[CH2:22]5)[N:12]=[CH:11][C:10]=3[N:9]([CH3:31])[C:8](=[O:32])[C@H:7]2[CH2:33][CH3:34])[CH2:5][CH2:4][CH2:3][CH2:2]1.F[B-](F)(F)F.[N:40]1(OC(N(C)C)=[N+](C)C)[C:44]2[CH:45]=[CH:46]C=[CH:48][C:43]=2N=N1.[CH:57]([N:60](C(C)C)CC)(C)C.C(=O)(O)[O-].[Na+]. The catalyst is ClCCl. The yield is 0.708. The product is [CH:1]1([N:6]2[C:15]3[N:14]=[C:13]([NH:16][C:17]4[CH:18]=[CH:19][C:20]([C:28]([NH:40][CH:44]5[CH2:43][CH2:48][N:60]([CH3:57])[CH2:46][CH2:45]5)=[O:30])=[C:21]5[C:25]=4[O:24][C:23]([CH3:26])([CH3:27])[CH2:22]5)[N:12]=[CH:11][C:10]=3[N:9]([CH3:31])[C:8](=[O:32])[C@H:7]2[CH2:33][CH3:34])[CH2:5][CH2:4][CH2:3][CH2:2]1.